Dataset: Reaction yield outcomes from USPTO patents with 853,638 reactions. Task: Predict the reaction yield, written as a fraction of the theoretical maximum amount of product (1.0 means a 100% yield; for example, 0.34 means a 34% yield). (1) The yield is 0.400. The reactants are [NH2:1][CH2:2][CH2:3][CH2:4][N:5]([CH2:13][CH2:14][CH2:15][NH:16][C:17]1[N:18]=[N+:19]([O-:28])[C:20]2[CH:27]=[CH:26][CH:25]=[CH:24][C:21]=2[N+:22]=1[O-:23])[C:6](=[O:12])[O:7][C:8]([CH3:11])([CH3:10])[CH3:9].N1([C:34]([C:36]2[C:49]3[C:40](=[N:41][C:42]4[C:47]([N:48]=3)=[C:46]([CH3:50])[CH:45]=[CH:44][CH:43]=4)[CH:39]=[CH:38][CH:37]=2)=[O:35])C=CN=C1. The catalyst is C1COCC1. The product is [O-:28][N+:19]1[C:20]2[CH:27]=[CH:26][CH:25]=[CH:24][C:21]=2[N+:22]([O-:23])=[C:17]([NH:16][CH2:15][CH2:14][CH2:13][N:5]([CH2:4][CH2:3][CH2:2][NH:1][C:34]([C:36]2[C:49]3[C:40](=[N:41][C:42]4[C:47]([N:48]=3)=[C:46]([CH3:50])[CH:45]=[CH:44][CH:43]=4)[CH:39]=[CH:38][CH:37]=2)=[O:35])[C:6](=[O:12])[O:7][C:8]([CH3:10])([CH3:11])[CH3:9])[N:18]=1. (2) The yield is 0.840. The catalyst is O. The reactants are [Br-:1].[Li+].CS(O[C@@H:8]([CH2:12][C:13]1[CH:18]=[CH:17][CH:16]=[CH:15][CH:14]=1)[C:9]([OH:11])=[O:10])(=O)=O.C(OC(C)C)(C)C. The product is [Br:1][C@H:8]([CH2:12][C:13]1[CH:18]=[CH:17][CH:16]=[CH:15][CH:14]=1)[C:9]([OH:11])=[O:10]. (3) The reactants are [OH:1][CH2:2][CH2:3][NH:4][C:5](=[O:11])[O:6][C:7]([CH3:10])([CH3:9])[CH3:8].[H-].[Na+].[CH2:14](Br)[C:15]1[CH:20]=[CH:19][CH:18]=[CH:17][CH:16]=1.O. The catalyst is C1COCC1. The product is [CH2:14]([O:1][CH2:2][CH2:3][NH:4][C:5](=[O:11])[O:6][C:7]([CH3:8])([CH3:10])[CH3:9])[C:15]1[CH:20]=[CH:19][CH:18]=[CH:17][CH:16]=1. The yield is 0.540.